Dataset: Forward reaction prediction with 1.9M reactions from USPTO patents (1976-2016). Task: Predict the product of the given reaction. (1) Given the reactants Br[C:2]1[CH:7]=[C:6]([CH:8]=[CH:9][C:10]2[CH:15]=[CH:14][CH:13]=[C:12]([C:16]([F:19])([F:18])[F:17])[CH:11]=2)[CH:5]=[CH:4][N:3]=1.C1(P(C2CCCCC2)C2C=CC=CC=2C2C=CC=CC=2)CCCCC1.[Li+].C[Si]([N-:50][Si](C)(C)C)(C)C.[NH4+].[Cl-], predict the reaction product. The product is: [F:17][C:16]([F:19])([F:18])[C:12]1[CH:11]=[C:10]([CH:9]=[CH:8][C:6]2[CH:5]=[CH:4][N:3]=[C:2]([NH2:50])[CH:7]=2)[CH:15]=[CH:14][CH:13]=1. (2) Given the reactants C([O:9][CH2:10][C@@H:11]1[C:15]([O:17]C(=O)C)([CH3:16])[C@:14]([F:22])([CH3:21])[CH:13]([N:23]2[CH:31]=[N:30][C:29]3[C:24]2=[N:25][CH:26]=[N:27][C:28]=3[NH:32][CH:33]2[CH2:35][CH2:34]2)[O:12]1)(=O)C1C=CC=CC=1, predict the reaction product. The product is: [CH:33]1([NH:32][C:28]2[N:27]=[CH:26][N:25]=[C:24]3[C:29]=2[N:30]=[CH:31][N:23]3[CH:13]2[O:12][C@H:11]([CH2:10][OH:9])[C:15]([CH3:16])([OH:17])[C@:14]2([F:22])[CH3:21])[CH2:34][CH2:35]1. (3) Given the reactants [Cl:1][C:2]1[CH:3]=[N:4][CH:5]=[C:6]([F:9])[C:7]=1I.CCN(C(C)C)C(C)C.[NH:19]1[CH2:24][CH2:23][NH:22][CH2:21][CH2:20]1, predict the reaction product. The product is: [Cl:1][C:2]1[CH:3]=[N:4][CH:5]=[C:6]([F:9])[C:7]=1[N:19]1[CH2:24][CH2:23][NH:22][CH2:21][CH2:20]1. (4) Given the reactants [C:1]([C:4]1[N:9]=[C:8]([C:10]2[CH:15]=[CH:14][C:13](B(O)O)=[CH:12][CH:11]=2)[C:7]([CH3:19])=[N:6][C:5]=1[CH3:20])(=[O:3])[NH2:2].[Cl:21][C:22]1[CH:27]=[C:26](OS(C(F)(F)F)(=O)=O)[C:25]([Cl:36])=[CH:24][C:23]=1[CH2:37][C:38]([O:40][CH3:41])=[O:39].C(=O)([O-])[O-].[Na+].[Na+].[Cl-].[Li+], predict the reaction product. The product is: [C:1]([C:4]1[N:9]=[C:8]([C:10]2[CH:15]=[CH:14][C:13]([C:26]3[CH:27]=[C:22]([Cl:21])[C:23]([CH2:37][C:38]([O:40][CH3:41])=[O:39])=[CH:24][C:25]=3[Cl:36])=[CH:12][CH:11]=2)[C:7]([CH3:19])=[N:6][C:5]=1[CH3:20])(=[O:3])[NH2:2]. (5) Given the reactants C[Si]([N-][Si](C)(C)C)(C)C.[Li+].C1(C)C=CC=CC=1.[Cl:18][C:19]1[C:23]([S:24](=[O:34])(=[O:33])[NH:25][C@H:26]([C:29]([F:32])([F:31])[F:30])[CH2:27][CH3:28])=[CH:22][N:21]([CH3:35])[C:20]=1[C:36](OC)=[O:37].[NH2:40][C:41]1[CH:42]=[CH:43][C:44]([F:49])=[C:45]([CH:48]=1)[C:46]#[N:47], predict the reaction product. The product is: [Cl:18][C:19]1[C:23]([S:24](=[O:33])(=[O:34])[NH:25][C@H:26]([C:29]([F:30])([F:31])[F:32])[CH2:27][CH3:28])=[CH:22][N:21]([CH3:35])[C:20]=1[C:36]([NH:40][C:41]1[CH:42]=[CH:43][C:44]([F:49])=[C:45]([C:46]#[N:47])[CH:48]=1)=[O:37]. (6) Given the reactants [Cl:1][C:2]1[C:11]2[C:6](=[CH:7][C:8]([C:12]3[O:13][C:14]([CH3:17])=[N:15][N:16]=3)=[CH:9][CH:10]=2)[N:5]=[CH:4][N:3]=1.[CH2:18]([N:25]1[C:33]2[C:28](=[CH:29][C:30]([NH2:34])=[CH:31][CH:32]=2)[CH:27]=[N:26]1)[C:19]1[CH:24]=[CH:23][CH:22]=[CH:21][CH:20]=1, predict the reaction product. The product is: [ClH:1].[CH2:18]([N:25]1[C:33]2[C:28](=[CH:29][C:30]([NH:34][C:2]3[C:11]4[C:6](=[CH:7][C:8]([C:12]5[O:13][C:14]([CH3:17])=[N:15][N:16]=5)=[CH:9][CH:10]=4)[N:5]=[CH:4][N:3]=3)=[CH:31][CH:32]=2)[CH:27]=[N:26]1)[C:19]1[CH:20]=[CH:21][CH:22]=[CH:23][CH:24]=1.